This data is from Reaction yield outcomes from USPTO patents with 853,638 reactions. The task is: Predict the reaction yield, written as a fraction of the theoretical maximum amount of product (1.0 means a 100% yield; for example, 0.34 means a 34% yield). (1) The reactants are FC1C=C(CN)C=NC=1.[N:10]1[CH:15]=[CH:14][C:13]([CH2:16][NH2:17])=[CH:12][CH:11]=1.[CH:18]1([CH2:21][N:22]2[CH2:26][CH2:25][N:24]([C:27]3[S:28][C:29]([C:33](O)=[O:34])=[C:30]([CH3:32])[N:31]=3)[C:23]2=[O:36])[CH2:20][CH2:19]1. No catalyst specified. The product is [CH:18]1([CH2:21][N:22]2[CH2:26][CH2:25][N:24]([C:27]3[S:28][C:29]([C:33]([NH:17][CH2:16][C:13]4[CH:14]=[CH:15][N:10]=[CH:11][CH:12]=4)=[O:34])=[C:30]([CH3:32])[N:31]=3)[C:23]2=[O:36])[CH2:19][CH2:20]1. The yield is 0.430. (2) The reactants are [H-].[Na+].[C:3]1([OH:9])[CH:8]=[CH:7][CH:6]=[CH:5][CH:4]=1.I[C:11]1[CH:12]=[C:13]([O:20][CH3:21])[CH:14]=[CH:15][C:16]=1[N+:17]([O-:19])=[O:18]. The catalyst is N1C=CC=CC=1.[Cu](Br)Br. The product is [CH3:21][O:20][C:13]1[CH:14]=[CH:15][C:16]([N+:17]([O-:19])=[O:18])=[C:11]([O:9][C:3]2[CH:8]=[CH:7][CH:6]=[CH:5][CH:4]=2)[CH:12]=1. The yield is 0.640. (3) The reactants are C([O:3][CH:4](OCC)[CH2:5][O:6][C:7]1[CH:14]=[CH:13][C:12]([O:15][CH3:16])=[CH:11][C:8]=1[CH:9]=O)C. The catalyst is C(O)(=O)C. The product is [CH3:16][O:15][C:12]1[CH:13]=[CH:14][C:7]2[O:6][C:5]([CH:4]=[O:3])=[CH:9][C:8]=2[CH:11]=1. The yield is 0.240. (4) The reactants are Cl.O.O.[CH2:4]=[C:5]1[C:10](=[O:11])[CH:9]2[CH2:12][CH2:13][N:6]1[CH2:7][CH2:8]2.C([O-])([O-])=O.[K+].[K+].C(Cl)Cl. The catalyst is O. The product is [CH2:4]=[C:5]1[C:10](=[O:11])[CH:9]2[CH2:12][CH2:13][N:6]1[CH2:7][CH2:8]2. The yield is 1.00. (5) The reactants are [Cl:1][C:2]1[C:7]([I:8])=[CH:6][N:5]=[C:4](N)[CH:3]=1.[C:10](O)(C(F)(F)F)=[O:11].N(OC(C)(C)C)=O. The catalyst is CO. The product is [Cl:1][C:2]1[C:7]([I:8])=[CH:6][N:5]=[C:4]([O:11][CH3:10])[CH:3]=1. The yield is 0.920. (6) The reactants are [NH:1]1[CH2:6][CH2:5][CH:4]([CH2:7][OH:8])[CH2:3][CH2:2]1.[CH3:9][O:10][C:11]1[CH:18]=[CH:17][C:14]([CH:15]=O)=[CH:13][CH:12]=1.C(O)(=O)C.[BH-](OC(C)=O)(OC(C)=O)OC(C)=O.[Na+]. The yield is 0.460. The catalyst is C1COCC1.ClCCCl.C(Cl)Cl.[OH-].[Na+]. The product is [CH3:9][O:10][C:11]1[CH:18]=[CH:17][C:14]([CH2:15][N:1]2[CH2:6][CH2:5][CH:4]([CH2:7][OH:8])[CH2:3][CH2:2]2)=[CH:13][CH:12]=1. (7) The reactants are C(OC([C:6]1[C:7]([N:15]2[CH2:20][CH2:19][C:18]([NH2:29])([CH2:21][C:22]3[CH:27]=[CH:26][C:25]([Cl:28])=[CH:24][CH:23]=3)[CH2:17][CH2:16]2)=[C:8]2[CH:14]=[N:13][NH:12][C:9]2=[N:10][CH:11]=1)=O)C.O. The catalyst is [OH-].[K+]. The product is [Cl:28][C:25]1[CH:26]=[CH:27][C:22]([CH2:21][C:18]2([NH2:29])[CH2:19][CH2:20][N:15]([C:7]3[CH:6]=[CH:11][N:10]=[C:9]4[NH:12][N:13]=[CH:14][C:8]=34)[CH2:16][CH2:17]2)=[CH:23][CH:24]=1. The yield is 0.570.